Dataset: Forward reaction prediction with 1.9M reactions from USPTO patents (1976-2016). Task: Predict the product of the given reaction. Given the reactants Br[C:2]1[CH:3]=[C:4]([NH:14][C:15](=[O:22])[C:16]2[CH:21]=[CH:20][CH:19]=[N:18][CH:17]=2)[CH:5]=[N:6][C:7]=1[O:8][CH2:9][C:10]([F:13])([F:12])[F:11].C1(C)C=CC=CC=1.[Cl:30][C:31]1[CH:36]=[CH:35][C:34](B(O)O)=[CH:33][C:32]=1[CH3:40].C(=O)([O-])[O-].[Na+].[Na+], predict the reaction product. The product is: [Cl:30][C:31]1[CH:36]=[CH:35][C:34]([C:2]2[CH:3]=[C:4]([NH:14][C:15](=[O:22])[C:16]3[CH:21]=[CH:20][CH:19]=[N:18][CH:17]=3)[CH:5]=[N:6][C:7]=2[O:8][CH2:9][C:10]([F:13])([F:12])[F:11])=[CH:33][C:32]=1[CH3:40].